Dataset: NCI-60 drug combinations with 297,098 pairs across 59 cell lines. Task: Regression. Given two drug SMILES strings and cell line genomic features, predict the synergy score measuring deviation from expected non-interaction effect. (1) Drug 1: CNC(=O)C1=CC=CC=C1SC2=CC3=C(C=C2)C(=NN3)C=CC4=CC=CC=N4. Drug 2: CS(=O)(=O)OCCCCOS(=O)(=O)C. Cell line: HCC-2998. Synergy scores: CSS=11.3, Synergy_ZIP=1.91, Synergy_Bliss=5.15, Synergy_Loewe=-0.939, Synergy_HSA=2.51. (2) Drug 1: CC1CCC2CC(C(=CC=CC=CC(CC(C(=O)C(C(C(=CC(C(=O)CC(OC(=O)C3CCCCN3C(=O)C(=O)C1(O2)O)C(C)CC4CCC(C(C4)OC)O)C)C)O)OC)C)C)C)OC. Drug 2: CC1=C2C(C(=O)C3(C(CC4C(C3C(C(C2(C)C)(CC1OC(=O)C(C(C5=CC=CC=C5)NC(=O)C6=CC=CC=C6)O)O)OC(=O)C7=CC=CC=C7)(CO4)OC(=O)C)O)C)OC(=O)C. Cell line: RXF 393. Synergy scores: CSS=11.9, Synergy_ZIP=-2.13, Synergy_Bliss=-1.30, Synergy_Loewe=-0.998, Synergy_HSA=-0.341. (3) Drug 1: CN(C)N=NC1=C(NC=N1)C(=O)N. Drug 2: C1=CC(=CC=C1CCCC(=O)O)N(CCCl)CCCl. Cell line: NCI-H522. Synergy scores: CSS=20.5, Synergy_ZIP=-1.86, Synergy_Bliss=-1.77, Synergy_Loewe=-4.85, Synergy_HSA=0.239.